From a dataset of Forward reaction prediction with 1.9M reactions from USPTO patents (1976-2016). Predict the product of the given reaction. (1) Given the reactants [Si]([O:8][CH2:9][C:10]1([CH3:34])[S:16][CH2:15][CH2:14][N:13]2[C:17]([C:20]3([C:23]4[CH:28]=[CH:27][C:26]([C:29]5[O:30][CH:31]=[CH:32][N:33]=5)=[CH:25][CH:24]=4)[CH2:22][CH2:21]3)=[N:18][N:19]=[C:12]2[CH2:11]1)(C(C)(C)C)(C)C.Cl, predict the reaction product. The product is: [CH3:34][C:10]1([CH2:9][OH:8])[S:16][CH2:15][CH2:14][N:13]2[C:17]([C:20]3([C:23]4[CH:24]=[CH:25][C:26]([C:29]5[O:30][CH:31]=[CH:32][N:33]=5)=[CH:27][CH:28]=4)[CH2:22][CH2:21]3)=[N:18][N:19]=[C:12]2[CH2:11]1. (2) Given the reactants C([Si]([O:8]/[C:9](/[C:12]1[CH:17]=[CH:16][CH:15]=[C:14]([Br:18])[CH:13]=1)=[CH:10]\[CH3:11])(C)C)(C)(C)C.CC[C@@H]1[C@@H]2C[C@H]([C@@H](OC3C4C(=CC=CC=4)C(O[C@@H](C4C=CN=C5C=4C=C(OC)C=C5)[C@@H]4N5C[C@H](CC)[C@@H](CC5)C4)=NN=3)C3C=CN=C4C=3C=C([O:40]C)C=C4)N(CC2)C1.CS(N)(=O)=O, predict the reaction product. The product is: [Br:18][C:14]1[CH:13]=[C:12]([C:9](=[O:8])[C@H:10]([OH:40])[CH3:11])[CH:17]=[CH:16][CH:15]=1. (3) Given the reactants C[O:2][C:3](=[O:38])[CH2:4][C@H:5]1[C:9]2[CH:10]=[CH:11][C:12]([O:14][C@H:15]3[C:23]4[C:18](=[C:19]([CH2:28][N:29]5[CH2:34][CH2:33][C:32]6[CH:35]=[CH:36][S:37][C:31]=6[CH2:30]5)[C:20]([C:24]([F:27])([F:26])[F:25])=[CH:21][CH:22]=4)[CH2:17][CH2:16]3)=[CH:13][C:8]=2[O:7][CH2:6]1.COC(=O)C[C@H]1C2C=CC(O[C@H]3C4C(=C(CBr)C(C(F)(F)F)=CC=4)CC3)=CC=2OC1.S1C2CNCCC=2C=C1, predict the reaction product. The product is: [S:37]1[C:31]2[CH2:30][N:29]([CH2:28][C:19]3[C:20]([C:24]([F:26])([F:25])[F:27])=[CH:21][CH:22]=[C:23]4[C:18]=3[CH2:17][CH2:16][C@H:15]4[O:14][C:12]3[CH:11]=[CH:10][C:9]4[C@H:5]([CH2:4][C:3]([OH:38])=[O:2])[CH2:6][O:7][C:8]=4[CH:13]=3)[CH2:34][CH2:33][C:32]=2[CH:35]=[CH:36]1. (4) Given the reactants [Si]([O:8][CH2:9][C:10]1[CH:11]=[C:12]([N:16]([CH2:24][CH2:25][CH3:26])[C:17](=[O:23])[O:18][C:19]([CH3:22])([CH3:21])[CH3:20])[CH:13]=[CH:14][CH:15]=1)(C(C)(C)C)(C)C.CCCC[N+](CCCC)(CCCC)CCCC.[F-], predict the reaction product. The product is: [OH:8][CH2:9][C:10]1[CH:11]=[C:12]([N:16]([CH2:24][CH2:25][CH3:26])[C:17](=[O:23])[O:18][C:19]([CH3:20])([CH3:21])[CH3:22])[CH:13]=[CH:14][CH:15]=1. (5) Given the reactants [C:1]([C:5]1[O:9][N:8]=[C:7]([NH:10][C:11](=[O:19])OC2C=CC=CC=2)[CH:6]=1)([CH3:4])([CH3:3])[CH3:2].[NH2:20][C:21]1[CH:22]=[C:23]([OH:28])[CH:24]=[CH:25][C:26]=1[F:27].C1CCN2C(=NCCC2)CC1, predict the reaction product. The product is: [C:1]([C:5]1[O:9][N:8]=[C:7]([NH:10][C:11]([NH:20][C:21]2[CH:22]=[C:23]([OH:28])[CH:24]=[CH:25][C:26]=2[F:27])=[O:19])[CH:6]=1)([CH3:2])([CH3:3])[CH3:4].